Dataset: Forward reaction prediction with 1.9M reactions from USPTO patents (1976-2016). Task: Predict the product of the given reaction. (1) Given the reactants Cl[C:2]1[N:10]=[C:9]([Cl:11])[CH:8]=[CH:7][C:3]=1[C:4]([NH2:6])=[O:5].[CH3:12][O:13][CH2:14][CH2:15][NH2:16], predict the reaction product. The product is: [Cl:11][C:9]1[CH:8]=[CH:7][C:3]([C:4]([NH2:6])=[O:5])=[C:2]([NH:16][CH2:15][CH2:14][O:13][CH3:12])[N:10]=1. (2) Given the reactants FC(F)(F)S(O[C:7]1[CH:12]=[C:11]([O:13][C:14]([F:17])([F:16])[F:15])[C:10]([C:18]2[N:19]=[N:20][C:21]([NH:24][CH:25]3[CH2:30][C:29]([CH3:32])([CH3:31])[NH:28][C:27]([CH3:34])([CH3:33])[CH2:26]3)=[CH:22][CH:23]=2)=[C:9]([OH:35])[CH:8]=1)(=O)=O.CC1(C)C(C)(C)OB([C:46]2[CH:47]=[N:48][NH:49][CH:50]=2)O1, predict the reaction product. The product is: [NH:48]1[CH:47]=[C:46]([C:7]2[CH:12]=[C:11]([O:13][C:14]([F:15])([F:17])[F:16])[C:10]([C:18]3[N:19]=[N:20][C:21]([NH:24][CH:25]4[CH2:30][C:29]([CH3:32])([CH3:31])[NH:28][C:27]([CH3:33])([CH3:34])[CH2:26]4)=[CH:22][CH:23]=3)=[C:9]([OH:35])[CH:8]=2)[CH:50]=[N:49]1.